Predict the reactants needed to synthesize the given product. From a dataset of Full USPTO retrosynthesis dataset with 1.9M reactions from patents (1976-2016). (1) Given the product [NH2:1][C:2]1[N:6]([C@@H:7]2[CH2:12][CH2:11][CH2:10][N:9]([C:68](=[O:67])/[CH:69]=[CH:70]/[CH2:71][CH2:72][OH:73])[CH2:8]2)[N:5]=[C:4]([C:13]2[CH:18]=[CH:17][C:16]([O:19][C:20]3[CH:25]=[CH:24][C:23]([F:26])=[CH:22][C:21]=3[F:27])=[CH:15][CH:14]=2)[C:3]=1[C:28]([NH2:30])=[O:29], predict the reactants needed to synthesize it. The reactants are: [NH2:1][C:2]1[N:6]([C@@H:7]2[CH2:12][CH2:11][CH2:10][NH:9][CH2:8]2)[N:5]=[C:4]([C:13]2[CH:18]=[CH:17][C:16]([O:19][C:20]3[CH:25]=[CH:24][C:23]([F:26])=[CH:22][C:21]=3[F:27])=[CH:15][CH:14]=2)[C:3]=1[C:28]([NH2:30])=[O:29].F[P-](F)(F)(F)(F)F.N1(O[P+](N(C)C)(N(C)C)N(C)C)C2C=CC=CC=2N=N1.C(N(CC)C(C)C)(C)C.[OH:67][CH2:68][CH2:69]/[CH:70]=[CH:71]/[C:72](O)=[O:73]. (2) Given the product [NH2:62][C@H:63]([C:68]([O:1][C@@H:2]1[C:10]2[C:5](=[CH:6][CH:7]=[CH:8][CH:9]=2)[CH2:4][C@@:3]1([CH2:20][C:21]1[CH:29]=[CH:28][C:24]([C:25](=[O:26])[NH2:27])=[CH:23][CH:22]=1)[C:11]1[CH2:12][C:13]2[C:18]([CH:19]=1)=[CH:17][CH:16]=[CH:15][CH:14]=2)=[O:69])[CH2:64][CH:65]([CH3:67])[CH3:66], predict the reactants needed to synthesize it. The reactants are: [OH:1][C@@H:2]1[C:10]2[C:5](=[CH:6][CH:7]=[CH:8][CH:9]=2)[CH2:4][C@@:3]1([CH2:20][C:21]1[CH:29]=[CH:28][C:24]([C:25]([NH2:27])=[O:26])=[CH:23][CH:22]=1)[C:11]1[CH2:12][C:13]2[C:18]([CH:19]=1)=[CH:17][CH:16]=[CH:15][CH:14]=2.C1CCC(N=C=NC2CCCCC2)CC1.C([NH:62][C@H:63]([C:68](O)=[O:69])[CH2:64][CH:65]([CH3:67])[CH3:66])(OCC1C2C(=CC=CC=2)C2C1=CC=CC=2)=O. (3) Given the product [Cl:8][C:9]1[CH:10]=[CH:11][C:12]([CH2:13][CH:14]2[C:15]3([O:21][CH2:4]3)[C:16]3([CH2:17][CH2:18]3)[CH2:19][CH2:20]2)=[CH:22][CH:23]=1, predict the reactants needed to synthesize it. The reactants are: [H-].[Na+].[I-].[CH3:4][S+](C)C.[Cl:8][C:9]1[CH:23]=[CH:22][C:12]([CH2:13][CH:14]2[CH2:20][CH2:19][C:16]3([CH2:18][CH2:17]3)[C:15]2=[O:21])=[CH:11][CH:10]=1.O.